Dataset: Forward reaction prediction with 1.9M reactions from USPTO patents (1976-2016). Task: Predict the product of the given reaction. (1) Given the reactants [OH:1][C:2]([CH3:36])([CH3:35])[CH2:3][C@@:4]1([C:29]2[CH:34]=[CH:33][CH:32]=[CH:31][CH:30]=2)[O:9][C:8](=[O:10])[N:7]([C@H:11]([C:14]2[CH:19]=[CH:18][C:17](B3OC(C)(C)C(C)(C)O3)=[CH:16][CH:15]=2)[CH2:12]C)[CH2:6][CH2:5]1.[CH2:37]([N:39]1[CH:44]=[CH:43][C:42](I)=[CH:41][C:40]1=[O:46])[CH3:38], predict the reaction product. The product is: [CH2:37]([N:39]1[CH:44]=[CH:43][C:42]([C:17]2[CH:16]=[CH:15][C:14]([C@@H:11]([N:7]3[CH2:6][CH2:5][C@:4]([CH2:3][C:2]([OH:1])([CH3:35])[CH3:36])([C:29]4[CH:34]=[CH:33][CH:32]=[CH:31][CH:30]=4)[O:9][C:8]3=[O:10])[CH3:12])=[CH:19][CH:18]=2)=[CH:41][C:40]1=[O:46])[CH3:38]. (2) Given the reactants [CH2:1]([O:3][C:4](=[O:17])[C:5]1[CH:10]=[CH:9][CH:8]=[C:7]([C:11]2[CH2:15][CH2:14][CH2:13][C:12]=2Br)[CH:6]=1)[CH3:2].C(=O)([O-])[O-].[K+].[K+].[CH2:24]([O:31][C:32]1[CH:37]=[CH:36][C:35]([Cl:38])=[CH:34][C:33]=1B(O)O)[C:25]1[CH:30]=[CH:29][CH:28]=[CH:27][CH:26]=1, predict the reaction product. The product is: [CH2:1]([O:3][C:4](=[O:17])[C:5]1[CH:10]=[CH:9][CH:8]=[C:7]([C:11]2[CH2:15][CH2:14][CH2:13][C:12]=2[C:33]2[CH:34]=[C:35]([Cl:38])[CH:36]=[CH:37][C:32]=2[O:31][CH2:24][C:25]2[CH:26]=[CH:27][CH:28]=[CH:29][CH:30]=2)[CH:6]=1)[CH3:2].